Predict the reactants needed to synthesize the given product. From a dataset of Full USPTO retrosynthesis dataset with 1.9M reactions from patents (1976-2016). (1) Given the product [CH2:1]([NH:3][C:4]1[S:5][C:6]([C:10]2[CH:11]=[CH:14][N:37]=[C:35]([NH:34][C:30]3[CH:31]=[CH:32][CH:33]=[C:28]([N+:25]([O-:27])=[O:26])[CH:29]=3)[N:36]=2)=[C:7]([CH3:9])[N:8]=1)[CH3:2], predict the reactants needed to synthesize it. The reactants are: [CH2:1]([NH:3][C:4]1[S:5][C:6]([C:10](=O)[CH3:11])=[C:7]([CH3:9])[N:8]=1)[CH3:2].Cl[CH:14](C(=O)C)C(=O)C.[N+]([O-])(O)=O.[N+:25]([C:28]1[CH:29]=[C:30]([NH:34][C:35]([NH2:37])=[NH:36])[CH:31]=[CH:32][CH:33]=1)([O-:27])=[O:26]. (2) Given the product [Br:13][C:14]1[CH:15]=[CH:16][C:17]2[O:22][C:4]3([N:7]4[CH2:12][CH2:11][O:10][CH2:9][CH2:8]4)[CH2:3][CH2:2][O:1][CH2:6][CH:5]3[CH:19]([OH:20])[C:18]=2[CH:21]=1, predict the reactants needed to synthesize it. The reactants are: [O:1]1[CH2:6][CH:5]=[C:4]([N:7]2[CH2:12][CH2:11][O:10][CH2:9][CH2:8]2)[CH2:3][CH2:2]1.[Br:13][C:14]1[CH:15]=[CH:16][C:17]([OH:22])=[C:18]([CH:21]=1)[CH:19]=[O:20].